From a dataset of Full USPTO retrosynthesis dataset with 1.9M reactions from patents (1976-2016). Predict the reactants needed to synthesize the given product. (1) Given the product [Cl:1][C:2]1[CH:3]=[CH:4][C:5]2[N:11]3[C:14]([CH2:15][C:16]([CH3:17])([CH3:18])[CH3:19])=[N:13][N:12]=[C:10]3[C@@H:9]([CH2:21][C:22]([O:24][CH2:25][CH3:26])=[O:23])[O:8][C@H:7]([C:27]3[CH:32]=[CH:31][CH:30]=[C:29]([O:33][CH3:34])[C:28]=3[O:35][CH3:36])[C:6]=2[CH:37]=1, predict the reactants needed to synthesize it. The reactants are: [Cl:1][C:2]1[CH:3]=[CH:4][C:5]2[NH:11][C:10](=[N:12][NH:13][C:14](=O)[CH2:15][C:16]([CH3:19])([CH3:18])[CH3:17])[C@@H:9]([CH2:21][C:22]([O:24][CH2:25][CH3:26])=[O:23])[O:8][C@H:7]([C:27]3[CH:32]=[CH:31][CH:30]=[C:29]([O:33][CH3:34])[C:28]=3[O:35][CH3:36])[C:6]=2[CH:37]=1. (2) The reactants are: FC(F)(F)S(O[C:7]1[CH:20]=[C:19]2[C:10]([O:11][C:12]3[CH:13]=[CH:14][C:15]([N:26]4[CH2:31][CH2:30][O:29][C:28]([CH3:33])([CH3:32])[CH2:27]4)=[CH:16][C:17]=3[C@@:18]32[CH2:24][O:23][C:22]([NH2:25])=[N:21]3)=[CH:9][CH:8]=1)(=O)=O.[F:36][C:37]1[C:42](B(O)O)=[CH:41][CH:40]=[CH:39][N:38]=1.CN(C=O)C.C(=O)([O-])[O-].[Na+].[Na+]. Given the product [CH3:32][C:28]1([CH3:33])[CH2:27][N:26]([C:15]2[CH:14]=[CH:13][C:12]3[O:11][C:10]4[C:19](=[CH:20][C:7]([C:42]5[C:37]([F:36])=[N:38][CH:39]=[CH:40][CH:41]=5)=[CH:8][CH:9]=4)[C@@:18]4([CH2:24][O:23][C:22]([NH2:25])=[N:21]4)[C:17]=3[CH:16]=2)[CH2:31][CH2:30][O:29]1, predict the reactants needed to synthesize it. (3) The reactants are: [CH3:1][C:2]1[O:3][C:4]([CH3:10])=[C:5]([C:7]([OH:9])=O)[N:6]=1.C1C=CC2N(O)N=NC=2C=1.Cl.Cl.[CH3:23][O:24][C:25](=[O:73])[C@@H:26]([NH:42][C:43]([C@@H:45]1[CH2:54][C:53]2[CH:52]=[C:51]3[O:55][CH2:56][C@H:57]([C:59]4[CH:64]=[CH:63][CH:62]=[C:61]([O:65][CH2:66][CH:67]5[CH2:72][CH2:71][CH2:70][CH2:69][CH2:68]5)[CH:60]=4)[O:58][C:50]3=[CH:49][C:48]=2[CH2:47][NH:46]1)=[O:44])[CH2:27][C:28]1[CH:33]=[CH:32][C:31]([C:34]2[CH:39]=[CH:38][N:37]=[C:36]([CH3:40])[C:35]=2[CH3:41])=[CH:30][CH:29]=1.CCN(C(C)C)C(C)C. Given the product [CH3:23][O:24][C:25](=[O:73])[C@@H:26]([NH:42][C:43]([C@@H:45]1[CH2:54][C:53]2[CH:52]=[C:51]3[O:55][CH2:56][C@H:57]([C:59]4[CH:64]=[CH:63][CH:62]=[C:61]([O:65][CH2:66][CH:67]5[CH2:68][CH2:69][CH2:70][CH2:71][CH2:72]5)[CH:60]=4)[O:58][C:50]3=[CH:49][C:48]=2[CH2:47][N:46]1[C:7]([C:5]1[N:6]=[C:2]([CH3:1])[O:3][C:4]=1[CH3:10])=[O:9])=[O:44])[CH2:27][C:28]1[CH:33]=[CH:32][C:31]([C:34]2[CH:39]=[CH:38][N:37]=[C:36]([CH3:40])[C:35]=2[CH3:41])=[CH:30][CH:29]=1, predict the reactants needed to synthesize it. (4) Given the product [CH2:8]([O:10][C:11]([C@:13]1([NH2:35])[C@H:18]([NH:19][CH2:20][C:21]2[CH:26]=[CH:25][C:24]([Cl:27])=[C:23]([Cl:28])[CH:22]=2)[CH2:17][C@@H:16]2[C@H:14]1[C@@:15]2([F:34])[C:29]([O:31][CH2:32][CH3:33])=[O:30])=[O:12])[CH3:9], predict the reactants needed to synthesize it. The reactants are: Cl.C(OCC)(=O)C.[CH2:8]([O:10][C:11]([C@:13]1([NH:35]C(OC(C)(C)C)=O)[C@H:18]([NH:19][CH2:20][C:21]2[CH:26]=[CH:25][C:24]([Cl:27])=[C:23]([Cl:28])[CH:22]=2)[CH2:17][C@@H:16]2[C@H:14]1[C@@:15]2([F:34])[C:29]([O:31][CH2:32][CH3:33])=[O:30])=[O:12])[CH3:9].C(=O)([O-])O.[Na+]. (5) The reactants are: [Br:1][C:2]1[CH:10]=[C:9]2[C:5]([CH2:6][CH2:7][C:8]2=[O:11])=[CH:4][CH:3]=1.[C:12]([O:16]C)(=O)[CH:13]=[CH2:14].[CH3:18][C:19](C)([O-])C.[K+].[OH-].[K+]. Given the product [Br:1][C:2]1[CH:10]=[C:9]2[C:5]([CH2:6][C:7]3([CH2:14][CH2:13][C:12](=[O:16])[CH2:19][CH2:18]3)[C:8]2=[O:11])=[CH:4][CH:3]=1, predict the reactants needed to synthesize it. (6) Given the product [Br:32][C:24]1[CH:23]=[C:22]2[C:27](=[CH:26][C:25]=1[S:28]([NH2:31])(=[O:30])=[O:29])[N:19]([CH2:16][CH3:17])[CH2:20][CH2:21]2, predict the reactants needed to synthesize it. The reactants are: C(N1C2C(=CC(S(N)(=O)=O)=CC=2)CC1)C.[C:16]([N:19]1[C:27]2[C:22](=[CH:23][C:24]([Br:32])=[C:25]([S:28]([NH2:31])(=[O:30])=[O:29])[CH:26]=2)[CH2:21][CH2:20]1)(=O)[CH3:17]. (7) Given the product [C:1]([C:3]1[CH:4]=[CH:5][C:6]([C:9]2[C:10]3[N:11]([C:26]([CH2:29][CH3:30])=[CH:27][CH:28]=3)[N:12]=[C:13]([CH3:25])[C:14]=2[CH2:15][CH2:16][CH2:17][CH2:18][CH2:19][C:20]([OH:22])=[O:21])=[CH:7][CH:8]=1)#[N:2], predict the reactants needed to synthesize it. The reactants are: [C:1]([C:3]1[CH:8]=[CH:7][C:6]([C:9]2[C:10]3[N:11]([C:26]([CH2:29][CH3:30])=[CH:27][CH:28]=3)[N:12]=[C:13]([CH3:25])[C:14]=2[CH2:15][CH2:16][CH2:17][CH2:18][CH2:19][C:20]([O:22]CC)=[O:21])=[CH:5][CH:4]=1)#[N:2].[OH-].[K+].CO. (8) Given the product [N:1]1([C:7]2[CH:14]=[CH:13][C:18]([C:17]([OH:20])=[O:19])=[CH:9][CH:8]=2)[CH2:6][CH2:5][CH2:4][CH2:3][CH2:2]1, predict the reactants needed to synthesize it. The reactants are: [N:1]1([C:7]2[CH:14]=[CH:13]C(C#N)=[CH:9][CH:8]=2)[CH2:6][CH2:5][CH2:4][CH2:3][CH2:2]1.[OH-].[Na+].[C:17]([OH:20])(=[O:19])[CH3:18].